This data is from Catalyst prediction with 721,799 reactions and 888 catalyst types from USPTO. The task is: Predict which catalyst facilitates the given reaction. (1) Reactant: [C:1]([O:5][C:6]([N:8]1[CH2:14][CH2:13][CH2:12][C@H:11]([N:15]([CH2:18][C:19]2[CH:24]=[C:23]([C:25]([F:28])([F:27])[F:26])[CH:22]=[C:21]([C:29]([F:32])([F:31])[F:30])[CH:20]=2)[C:16]#[N:17])[C:10]2[CH:33]=[C:34]([CH2:41][CH3:42])[C:35]([C:37]([F:40])([F:39])[F:38])=[CH:36][C:9]1=2)=[O:7])([CH3:4])([CH3:3])[CH3:2].[N:43]([Sn](CCCC)(CCCC)CCCC)=[N+:44]=[N-:45]. Product: [C:1]([O:5][C:6]([N:8]1[CH2:14][CH2:13][CH2:12][C@H:11]([N:15]([CH2:18][C:19]2[CH:20]=[C:21]([C:29]([F:31])([F:32])[F:30])[CH:22]=[C:23]([C:25]([F:28])([F:27])[F:26])[CH:24]=2)[C:16]2[N:43]=[N:44][NH:45][N:17]=2)[C:10]2[CH:33]=[C:34]([CH2:41][CH3:42])[C:35]([C:37]([F:40])([F:38])[F:39])=[CH:36][C:9]1=2)=[O:7])([CH3:4])([CH3:3])[CH3:2]. The catalyst class is: 133. (2) Reactant: [F:1][C:2]1[CH:10]=[CH:9][CH:8]=[C:7]2[C:3]=1[CH:4]([CH2:14][C:15]([CH:17]1[CH2:22][CH2:21][CH:20]([OH:23])[CH2:19][CH2:18]1)=[O:16])[N:5]1[CH:13]=[N:12][CH:11]=[C:6]12.[C:24](OC(=O)C)(=[O:26])[CH3:25]. The catalyst class is: 172. Product: [C:24]([O:23][CH:20]1[CH2:21][CH2:22][CH:17]([C:15](=[O:16])[CH2:14][CH:4]2[C:3]3[C:7](=[CH:8][CH:9]=[CH:10][C:2]=3[F:1])[C:6]3=[CH:11][N:12]=[CH:13][N:5]23)[CH2:18][CH2:19]1)(=[O:26])[CH3:25].